From a dataset of Full USPTO retrosynthesis dataset with 1.9M reactions from patents (1976-2016). Predict the reactants needed to synthesize the given product. (1) Given the product [OH:34][CH2:33][CH2:32][O:31][C:29]1[CH:30]=[C:25]([C:9]([CH2:7][CH3:8])=[C:10]([C:11]2[CH:12]=[CH:13][C:14]([OH:17])=[CH:15][CH:16]=2)[C:18]2[CH:23]=[CH:22][C:21]([OH:24])=[CH:20][CH:19]=2)[CH:26]=[CH:27][C:28]=1[O:38][CH3:39], predict the reactants needed to synthesize it. The reactants are: [H-].[H-].[H-].[H-].[Li+].[Al+3].[CH2:7]([C:9]([C:25]1[CH:26]=[CH:27][C:28]([O:38][CH3:39])=[C:29]([O:31][CH2:32][C:33](OCC)=[O:34])[CH:30]=1)=[C:10]([C:18]1[CH:23]=[CH:22][C:21]([OH:24])=[CH:20][CH:19]=1)[C:11]1[CH:16]=[CH:15][C:14]([OH:17])=[CH:13][CH:12]=1)[CH3:8]. (2) Given the product [Cl:1][C:2]1[CH:26]=[N:25][C:5]2[N:6]=[C:7]([N:13]3[CH2:14][CH:15]([NH2:17])[CH2:16]3)[C:8]3[N:9]([CH:10]=[N:11][N:12]=3)[C:4]=2[CH:3]=1, predict the reactants needed to synthesize it. The reactants are: [Cl:1][C:2]1[CH:26]=[N:25][C:5]2[N:6]=[C:7]([N:13]3[CH2:16][CH:15]([NH:17]C(=O)OC(C)(C)C)[CH2:14]3)[C:8]3[N:9]([CH:10]=[N:11][N:12]=3)[C:4]=2[CH:3]=1.C(O)(C(F)(F)F)=O.